Task: Predict the reactants needed to synthesize the given product.. Dataset: Full USPTO retrosynthesis dataset with 1.9M reactions from patents (1976-2016) (1) Given the product [Cl:1][C:2]1[C:3]([C:11]([N:24]2[CH2:29][CH2:28][O:27][CH2:26][CH2:25]2)=[O:13])=[CH:4][C:5]2[O:9][CH2:8][O:7][C:6]=2[CH:10]=1, predict the reactants needed to synthesize it. The reactants are: [Cl:1][C:2]1[C:3]([C:11]([OH:13])=O)=[CH:4][C:5]2[O:9][CH2:8][O:7][C:6]=2[CH:10]=1.OC1C2N=NNC=2C=CC=1.[NH:24]1[CH2:29][CH2:28][O:27][CH2:26][CH2:25]1.Cl.CN(C)CCCN=C=NCC. (2) Given the product [NH2:26][C:8]1[N:7]=[C:6]([O:5][CH2:1][CH2:2][CH2:3][CH3:4])[N:14]=[C:13]2[C:9]=1[NH:10][C:11](=[O:24])[N:12]2[CH2:15][CH:16]1[CH2:21][CH2:20][CH2:19][N:18]([CH2:22][CH3:23])[CH2:17]1, predict the reactants needed to synthesize it. The reactants are: [CH2:1]([O:5][C:6]1[N:14]=[C:13]2[C:9]([N:10]=[C:11]([O:24]C)[N:12]2[CH2:15][CH:16]2[CH2:21][CH2:20][CH2:19][N:18]([CH2:22][CH3:23])[CH2:17]2)=[C:8]([NH2:26])[N:7]=1)[CH2:2][CH2:3][CH3:4].Cl.